Task: Predict the reactants needed to synthesize the given product.. Dataset: Full USPTO retrosynthesis dataset with 1.9M reactions from patents (1976-2016) (1) Given the product [N:4]1[CH:5]=[CH:6][CH:7]=[C:2]([C:12]#[C:13][C:14]2[CH:15]=[C:16]([CH:19]=[CH:20][CH:21]=2)[C:17]#[N:18])[CH:3]=1, predict the reactants needed to synthesize it. The reactants are: I[C:2]1[CH:3]=[N:4][CH:5]=[CH:6][CH:7]=1.C[Si]([C:12]#[C:13][C:14]1[CH:15]=[C:16]([CH:19]=[CH:20][CH:21]=1)[C:17]#[N:18])(C)C.[F-].C([N+](CCCC)(CCCC)CCCC)CCC.O1CCCC1. (2) Given the product [N+:1]([C:4]1[CH:5]=[C:6]([CH2:14][O:15][Si:21]([CH3:23])([CH3:22])[C:24]([CH3:27])([CH3:26])[CH3:25])[CH:7]=[CH:8][C:9]=1[CH2:29][CH2:20][CH2:19][NH2:18])([O-:3])=[O:2], predict the reactants needed to synthesize it. The reactants are: [N+:1]([C:4]1[CH:5]=[C:6]([CH2:14][OH:15])[CH:7]=[CH:8][C:9]=1NCCC)([O-:3])=[O:2].N1[CH:20]=[CH:19][N:18]=C1.[Si:21](Cl)([C:24]([CH3:27])([CH3:26])[CH3:25])([CH3:23])[CH3:22].[CH3:29]N(C=O)C.